This data is from Full USPTO retrosynthesis dataset with 1.9M reactions from patents (1976-2016). The task is: Predict the reactants needed to synthesize the given product. (1) Given the product [C:1]([O:5][C:6]([NH:8][C:9]1[O:17][C:16]2[C:11](=[N:12][CH:13]=[C:14]([CH:18]3[CH2:22][CH2:21][O:20][CH2:19]3)[CH:15]=2)[C:10]=1[C:23]([OH:25])=[O:24])=[O:7])([CH3:4])([CH3:2])[CH3:3], predict the reactants needed to synthesize it. The reactants are: [C:1]([O:5][C:6]([N:8](C(OC(C)(C)C)=O)[C:9]1[O:17][C:16]2[C:11](=[N:12][CH:13]=[C:14]([CH:18]3[CH2:22][CH2:21][O:20][CH2:19]3)[CH:15]=2)[C:10]=1[C:23]([O:25]CC)=[O:24])=[O:7])([CH3:4])([CH3:3])[CH3:2].O[Li].O.O.Cl. (2) Given the product [O:14]1[CH2:15][CH2:16][CH:12]([CH2:11][N:30]2[C:26](=[O:36])[C:27]3[C:28](=[CH:32][CH:33]=[CH:34][CH:35]=3)[C:29]2=[O:31])[CH2:13]1, predict the reactants needed to synthesize it. The reactants are: C1(C)C=CC(S(O[CH2:11][CH:12]2[CH2:16][CH2:15][O:14][CH2:13]2)(=O)=O)=CC=1.[I-].[K+].CN(C)C=O.[K].[C:26]1(=[O:36])[NH:30][C:29](=[O:31])[C:28]2=[CH:32][CH:33]=[CH:34][CH:35]=[C:27]12.